Dataset: NCI-60 drug combinations with 297,098 pairs across 59 cell lines. Task: Regression. Given two drug SMILES strings and cell line genomic features, predict the synergy score measuring deviation from expected non-interaction effect. Synergy scores: CSS=0.840, Synergy_ZIP=-0.719, Synergy_Bliss=0.384, Synergy_Loewe=-6.89, Synergy_HSA=-1.18. Cell line: A498. Drug 2: C#CCC(CC1=CN=C2C(=N1)C(=NC(=N2)N)N)C3=CC=C(C=C3)C(=O)NC(CCC(=O)O)C(=O)O. Drug 1: CN1C2=C(C=C(C=C2)N(CCCl)CCCl)N=C1CCCC(=O)O.Cl.